From a dataset of hERG potassium channel inhibition data for cardiac toxicity prediction from Karim et al.. Regression/Classification. Given a drug SMILES string, predict its toxicity properties. Task type varies by dataset: regression for continuous values (e.g., LD50, hERG inhibition percentage) or binary classification for toxic/non-toxic outcomes (e.g., AMES mutagenicity, cardiotoxicity, hepatotoxicity). Dataset: herg_karim. (1) The molecule is C[C@@H]1CN(C(=O)c2ccccc2)CCN1C(=O)C(=O)c1c[nH]c2ccncc12. The result is 0 (non-blocker). (2) The compound is Cc1ncc(-c2ccccc2CCNC(=O)c2ccc(OCCOCC(F)(F)F)nc2)cn1. The result is 0 (non-blocker). (3) The drug is CCSc1ncccc1C(=O)N1CC[C@H](NCc2cncn2Cc2ccc(C#N)cc2)C1=O. The result is 0 (non-blocker). (4) The molecule is Cc1cc(CN2CCC2)cnc1-c1ccc(C(=O)Nc2ccccc2N)cc1. The result is 0 (non-blocker).